This data is from Forward reaction prediction with 1.9M reactions from USPTO patents (1976-2016). The task is: Predict the product of the given reaction. (1) Given the reactants [N:1]1[CH:2]=[CH:3][N:4]2[CH:9]=[C:8]([CH:10]=O)[CH:7]=[CH:6][C:5]=12.[CH2:12]1[S:18][C:16](=[O:17])[NH:15][C:13]1=[O:14].C([O-])(=O)C.[Na+], predict the reaction product. The product is: [N:1]1[CH:2]=[CH:3][N:4]2[CH:9]=[C:8](/[CH:10]=[C:12]3/[C:13](=[O:14])[NH:15][C:16](=[O:17])[S:18]/3)[CH:7]=[CH:6][C:5]=12. (2) Given the reactants [C:1]([O:4][C:5](=O)[CH3:6])(=[O:3])[CH3:2].[N:8]1[C:17]2[C:12](=[N:13][CH:14]=[CH:15][N:16]=2)[C:11]([NH:18][CH2:19][CH2:20][C:21]2C=C[C:24]([O:28][C:29]3[CH:34]=[C:33]([C:35]([F:38])([F:37])[F:36])[CH:32]=[CH:31][N:30]=3)=[C:25](O)[CH:26]=2)=[N:10][CH:9]=1.N1C=CC=CC=1, predict the reaction product. The product is: [N:8]1[C:17]2[C:12](=[N:13][CH:14]=[CH:15][N:16]=2)[C:11]([NH:18][CH2:19][CH2:20][C:21]2[CH:26]=[CH:25][C:24]([O:28][C:29]3[CH:34]=[C:33]([C:35]([F:36])([F:37])[F:38])[CH:32]=[CH:31][N:30]=3)=[C:5]([O:4][C:1](=[O:3])[CH3:2])[CH:6]=2)=[N:10][CH:9]=1. (3) The product is: [NH2:1][C:2]1[C:7]([C:8]([C:15]2[CH:20]=[CH:19][CH:18]=[CH:17][CH:16]=2)=[O:9])=[CH:6][C:5]([Cl:14])=[N:4][CH:3]=1. Given the reactants [NH2:1][C:2]1[C:7]([C:8](N(OC)C)=[O:9])=[CH:6][C:5]([Cl:14])=[N:4][CH:3]=1.[C:15]1([Mg]Br)[CH:20]=[CH:19][CH:18]=[CH:17][CH:16]=1.C(OCC)C.C(O)(=O)CC(CC(O)=O)(C(O)=O)O, predict the reaction product. (4) Given the reactants [CH2:1]([CH:8]1[CH2:13][CH2:12][N:11]([C:14]([C:16]2[NH:17][C:18]3[C:23]([CH:24]=2)=[CH:22][CH:21]=[C:20]([OH:25])[CH:19]=3)=[O:15])[CH2:10][CH2:9]1)[C:2]1[CH:7]=[CH:6][CH:5]=[CH:4][CH:3]=1.[CH2:26]([NH2:30])[CH2:27][CH2:28][CH3:29].COCCOC, predict the reaction product. The product is: [CH2:1]([CH:8]1[CH2:9][CH2:10][N:11]([C:14]([C:16]2[NH:17][C:18]3[C:19]4[N:30]=[C:26]([CH2:27][CH2:28][CH3:29])[O:25][C:20]=4[CH:21]=[CH:22][C:23]=3[CH:24]=2)=[O:15])[CH2:12][CH2:13]1)[C:2]1[CH:7]=[CH:6][CH:5]=[CH:4][CH:3]=1. (5) Given the reactants [Cl:1][C:2]1[C:3]([NH:20][C:21]2[CH:25]=[C:24]([CH3:26])[N:23](C3CCCCO3)[N:22]=2)=[N:4][C:5]([NH:8][C:9]2[C:17]([CH3:18])=[CH:16][C:12]([C:13]([OH:15])=O)=[C:11]([CH3:19])[CH:10]=2)=[N:6][CH:7]=1.CN(C(ON1N=NC2C=CC=NC1=2)=[N+](C)C)C.F[P-](F)(F)(F)(F)F.CCN(C(C)C)C(C)C.[CH3:66][N:67]([CH3:71])[CH2:68][CH2:69][NH2:70].Cl, predict the reaction product. The product is: [Cl:1][C:2]1[C:3]([NH:20][C:21]2[CH:25]=[C:24]([CH3:26])[NH:23][N:22]=2)=[N:4][C:5]([NH:8][C:9]2[C:17]([CH3:18])=[CH:16][C:12]([C:13]([NH:70][CH2:69][CH2:68][N:67]([CH3:71])[CH3:66])=[O:15])=[C:11]([CH3:19])[CH:10]=2)=[N:6][CH:7]=1. (6) Given the reactants [CH:1]([N:4]1[C:12]2[CH:11]=[C:10]([NH:13][C:14]3[CH:19]=[CH:18][N:17]=[C:16]([C:20]#[C:21][C:22]([O:25][CH3:26])([CH3:24])[CH3:23])[N:15]=3)[N:9]=[CH:8][C:7]=2[N:6]=[C:5]1[CH3:27])([CH3:3])[CH3:2].[H][H], predict the reaction product. The product is: [CH:1]([N:4]1[C:12]2[CH:11]=[C:10]([NH:13][C:14]3[CH:19]=[CH:18][N:17]=[C:16]([CH2:20][CH2:21][C:22]([O:25][CH3:26])([CH3:23])[CH3:24])[N:15]=3)[N:9]=[CH:8][C:7]=2[N:6]=[C:5]1[CH3:27])([CH3:3])[CH3:2]. (7) The product is: [CH:1]([C:3]1[S:7][C:6]([NH:8][C@@H:9]([CH:17]([CH3:19])[CH3:18])[C:10]([OH:12])=[O:11])=[N:5][CH:4]=1)=[O:2]. Given the reactants [CH:1]([C:3]1[S:7][C:6]([NH:8][C@@H:9]([CH:17]([CH3:19])[CH3:18])[C:10]([O:12]C(C)(C)C)=[O:11])=[N:5][CH:4]=1)=[O:2].C(O)(C(F)(F)F)=O, predict the reaction product.